This data is from NCI-60 drug combinations with 297,098 pairs across 59 cell lines. The task is: Regression. Given two drug SMILES strings and cell line genomic features, predict the synergy score measuring deviation from expected non-interaction effect. (1) Drug 1: CC12CCC(CC1=CCC3C2CCC4(C3CC=C4C5=CN=CC=C5)C)O. Drug 2: CC(CN1CC(=O)NC(=O)C1)N2CC(=O)NC(=O)C2. Cell line: NCI-H322M. Synergy scores: CSS=6.09, Synergy_ZIP=-0.585, Synergy_Bliss=2.42, Synergy_Loewe=1.35, Synergy_HSA=1.52. (2) Drug 1: CN(C)C1=NC(=NC(=N1)N(C)C)N(C)C. Drug 2: CC(C)NC(=O)C1=CC=C(C=C1)CNNC.Cl. Cell line: SR. Synergy scores: CSS=10.9, Synergy_ZIP=0.403, Synergy_Bliss=2.99, Synergy_Loewe=5.24, Synergy_HSA=5.06. (3) Drug 1: C1=NC2=C(N=C(N=C2N1C3C(C(C(O3)CO)O)O)F)N. Drug 2: CN1C2=C(C=C(C=C2)N(CCCl)CCCl)N=C1CCCC(=O)O.Cl. Cell line: NCI-H226. Synergy scores: CSS=1.55, Synergy_ZIP=0.141, Synergy_Bliss=0.0542, Synergy_Loewe=0.537, Synergy_HSA=-0.489. (4) Drug 1: CCC1=C2CN3C(=CC4=C(C3=O)COC(=O)C4(CC)O)C2=NC5=C1C=C(C=C5)O. Drug 2: C1=NC(=NC(=O)N1C2C(C(C(O2)CO)O)O)N. Cell line: OVCAR-4. Synergy scores: CSS=31.1, Synergy_ZIP=-4.83, Synergy_Bliss=2.77, Synergy_Loewe=4.04, Synergy_HSA=4.85.